Dataset: Forward reaction prediction with 1.9M reactions from USPTO patents (1976-2016). Task: Predict the product of the given reaction. (1) Given the reactants NC[C:3]1[S:4][C:5]([C:9]2[CH:14]=[CH:13][N:12]=[C:11]([NH:15][C:16]3[CH:21]=[CH:20][C:19](F)=[C:18]([N+:23]([O-:25])=[O:24])[CH:17]=3)[N:10]=2)=[C:6]([CH3:8])[N:7]=1.[CH3:26][O:27][CH2:28][CH2:29][OH:30].C[C:32]#[N:33], predict the reaction product. The product is: [CH3:26][O:27][CH2:28][CH2:29][O:30][C:19]1[CH:20]=[CH:21][C:16]([NH:15][C:11]2[N:10]=[C:9]([C:5]3[S:4][C:3]([NH:33][CH3:32])=[N:7][C:6]=3[CH3:8])[CH:14]=[CH:13][N:12]=2)=[CH:17][C:18]=1[N+:23]([O-:25])=[O:24]. (2) Given the reactants [C:1]([N:8]1[CH2:11][CH:10](O)[CH2:9]1)([O:3][C:4]([CH3:7])([CH3:6])[CH3:5])=[O:2].C(=O)([O-])[O-].[Cs+].[Cs+].O, predict the reaction product. The product is: [C:1]([N:8]1[CH2:9][CH2:10][CH2:11]1)([O:3][C:4]([CH3:7])([CH3:6])[CH3:5])=[O:2].